Dataset: Full USPTO retrosynthesis dataset with 1.9M reactions from patents (1976-2016). Task: Predict the reactants needed to synthesize the given product. (1) Given the product [N:28]1[C:27]2[NH:26][CH2:25][CH2:24][CH2:23][C:22]=2[CH:21]=[CH:20][C:19]=1[CH2:18][CH2:17][O:16][C:14]1[S:15][C:11]([CH2:10][C@@H:9]([C:36]([O:38][CH3:39])=[O:37])[NH2:8])=[CH:12][CH:13]=1, predict the reactants needed to synthesize it. The reactants are: C(OC([NH:8][C@H:9]([C:36]([O:38][CH3:39])=[O:37])[CH2:10][C:11]1[S:15][C:14]([O:16][CH2:17][CH2:18][C:19]2[N:28]=[C:27]3[C:22]([CH2:23][CH2:24][CH2:25][N:26]3C(OC(C)(C)C)=O)=[CH:21][CH:20]=2)=[CH:13][CH:12]=1)=O)(C)(C)C.FC(F)(F)C(O)=O. (2) Given the product [F:14][C:12]1[CH:11]=[CH:10][C:9]2[C:15]3[CH:24]=[CH:23][C:22]4[CH:21]=[C:20]([OH:25])[CH:19]=[CH:18][C:17]=4[C:16]=3[CH:26]([C:27]3[CH:32]=[CH:31][C:30]([O:33][CH2:34][CH2:35][N:36]4[CH2:37][CH2:38][CH2:39][CH2:40][CH2:41]4)=[CH:29][CH:28]=3)[NH:7][C:8]=2[CH:13]=1, predict the reactants needed to synthesize it. The reactants are: C(OC(=O)[NH:7][C:8]1[CH:13]=[C:12]([F:14])[CH:11]=[CH:10][C:9]=1[C:15]1[CH:24]=[CH:23][C:22]2[C:17](=[CH:18][CH:19]=[C:20]([OH:25])[CH:21]=2)[C:16]=1[C:26](=O)[C:27]1[CH:32]=[CH:31][C:30]([O:33][CH2:34][CH2:35][N:36]2[CH2:41][CH2:40][CH2:39][CH2:38][CH2:37]2)=[CH:29][CH:28]=1)(C)(C)C.C1(OC)C=CC=CC=1.FC(F)(F)C(O)=O.[BH4-].[Na+].C([BH3-])#N.[Na+].